From a dataset of NCI-60 drug combinations with 297,098 pairs across 59 cell lines. Regression. Given two drug SMILES strings and cell line genomic features, predict the synergy score measuring deviation from expected non-interaction effect. (1) Drug 1: CC1C(C(CC(O1)OC2CC(CC3=C2C(=C4C(=C3O)C(=O)C5=C(C4=O)C(=CC=C5)OC)O)(C(=O)C)O)N)O.Cl. Drug 2: CC1CCC2CC(C(=CC=CC=CC(CC(C(=O)C(C(C(=CC(C(=O)CC(OC(=O)C3CCCCN3C(=O)C(=O)C1(O2)O)C(C)CC4CCC(C(C4)OC)OCCO)C)C)O)OC)C)C)C)OC. Cell line: HCC-2998. Synergy scores: CSS=20.9, Synergy_ZIP=-5.90, Synergy_Bliss=3.62, Synergy_Loewe=0.0594, Synergy_HSA=3.82. (2) Drug 1: C1CC(C1)(C(=O)O)C(=O)O.[NH2-].[NH2-].[Pt+2]. Drug 2: C1=CC=C(C(=C1)C(C2=CC=C(C=C2)Cl)C(Cl)Cl)Cl. Cell line: NCIH23. Synergy scores: CSS=19.4, Synergy_ZIP=-0.00665, Synergy_Bliss=2.08, Synergy_Loewe=-5.65, Synergy_HSA=0.0928.